From a dataset of Forward reaction prediction with 1.9M reactions from USPTO patents (1976-2016). Predict the product of the given reaction. (1) Given the reactants [C:1]([O:5][C@@H:6]([C:12]1[C:37]([CH3:38])=[N:36][C:35]2=[CH:39][C:32]3=[N:33][N:34]2[C:13]=1[N:14]1[CH2:42][CH2:41][C:17]([CH3:43])([O:18][CH2:19][CH2:20][CH2:21][CH2:22][CH2:23][C:24]2[CH:40]=[C:28]([CH2:29][O:30][CH2:31]3)[CH:27]=[CH:26][CH:25]=2)[CH2:16][CH2:15]1)[C:7]([O:9]CC)=[O:8])([CH3:4])([CH3:3])[CH3:2].[OH-].[Na+], predict the reaction product. The product is: [C:1]([O:5][C@@H:6]([C:12]1[C:37]([CH3:38])=[N:36][C:35]2=[CH:39][C:32]3=[N:33][N:34]2[C:13]=1[N:14]1[CH2:15][CH2:16][C:17]([CH3:43])([O:18][CH2:19][CH2:20][CH2:21][CH2:22][CH2:23][C:24]2[CH:40]=[C:28]([CH2:29][O:30][CH2:31]3)[CH:27]=[CH:26][CH:25]=2)[CH2:41][CH2:42]1)[C:7]([OH:9])=[O:8])([CH3:4])([CH3:2])[CH3:3]. (2) Given the reactants [CH:1](=O)C(C)C.[NH:6]1[CH2:11][CH2:10][CH:9]([O:12][C:13]2[CH:18]=[CH:17][C:16]([NH:19][C:20]([N:22]3[CH2:30][C:29]4[CH:28]=[CH:27][N:26]=[CH:25][C:24]=4[CH2:23]3)=[O:21])=[CH:15][CH:14]=2)[CH2:8][CH2:7]1.N1CC=[C:54]([C:53]2[CH:48]=CC(NC(N3[CH2:54][C:53]4[C:48](=CC=[CH:51][CH:52]=4)C3)=O)=[CH:51][CH:52]=2)CC1, predict the reaction product. The product is: [CH3:48][C:53]([CH3:54])([CH3:1])[CH2:52][CH2:51][N:6]1[CH2:11][CH2:10][CH:9]([O:12][C:13]2[CH:18]=[CH:17][C:16]([NH:19][C:20]([N:22]3[CH2:30][C:29]4[CH:28]=[CH:27][N:26]=[CH:25][C:24]=4[CH2:23]3)=[O:21])=[CH:15][CH:14]=2)[CH2:8][CH2:7]1. (3) Given the reactants [NH2:1][C:2]1[CH:7]=[CH:6][N:5]=[CH:4][CH:3]=1.[NH2-].[Li+].CS[C:12]1[N:13]=[CH:14][C:15]2[CH:21]=[C:20]([C:22]3[CH:27]=[C:26]([O:28][CH3:29])[CH:25]=[C:24]([O:30][CH3:31])[CH:23]=3)[C:19](=[O:32])[N:18]([CH2:33][CH3:34])[C:16]=2[N:17]=1.O, predict the reaction product. The product is: [N:5]1[CH:6]=[CH:7][C:2]([NH:1][C:12]2[N:13]=[CH:14][C:15]3[CH:21]=[C:20]([C:22]4[CH:23]=[C:24]([O:30][CH3:31])[CH:25]=[C:26]([O:28][CH3:29])[CH:27]=4)[C:19](=[O:32])[N:18]([CH2:33][CH3:34])[C:16]=3[N:17]=2)=[CH:3][CH:4]=1. (4) Given the reactants O[C:2]1[C:11]2[C:6](=[CH:7][CH:8]=[CH:9][CH:10]=2)[C:5]2[O:12][C:13]3[CH:18]=[CH:17][C:16]([Cl:19])=[CH:15][C:14]=3[C:4]=2[N:3]=1.[Cl:20]C1C=C2C(C3OC4C=CC=CC=4C=3N=C2O)=CC=1, predict the reaction product. The product is: [Cl:20][C:2]1[C:11]2[C:6](=[CH:7][CH:8]=[CH:9][CH:10]=2)[C:5]2[O:12][C:13]3[CH:18]=[CH:17][C:16]([Cl:19])=[CH:15][C:14]=3[C:4]=2[N:3]=1. (5) Given the reactants [CH3:1][O:2][C:3]1[CH:4]=[C:5]([CH:8]=[CH:9][CH:10]=1)[CH:6]=O.C(OC1C=CC(C(F)(F)F)=CC=1C1[S:29][C:28]([NH:30][C:31](=[O:40])[C:32]2[C:37]([F:38])=[CH:36][CH:35]=[CH:34][C:33]=2[F:39])=[N:27][C:26]=1[C:41]([O:43][CH3:44])=[O:42])C=C, predict the reaction product. The product is: [F:39][C:33]1[CH:34]=[CH:35][CH:36]=[C:37]([F:38])[C:32]=1[C:31]([NH:30][C:28]1[S:29][C:6]([C:5]2[CH:8]=[CH:9][CH:10]=[C:3]([O:2][CH3:1])[CH:4]=2)=[C:26]([C:41]([O:43][CH3:44])=[O:42])[N:27]=1)=[O:40].